This data is from HIV replication inhibition screening data with 41,000+ compounds from the AIDS Antiviral Screen. The task is: Binary Classification. Given a drug SMILES string, predict its activity (active/inactive) in a high-throughput screening assay against a specified biological target. (1) The compound is CCOC(=O)C(Cl)(Cl)S(=NS(=O)(=O)c1ccccc1)NC(=O)c1ccccc1. The result is 0 (inactive). (2) The molecule is NC1=c2[nH]c(-c3cccs3)nc2=NS(=O)(O)=N1. The result is 0 (inactive). (3) The molecule is COc1ccc2c(ccc3[nH]c4c(C)cnc(NCCCN(C)C)c4c32)c1.CS(=O)(=O)O. The result is 0 (inactive). (4) The compound is CCOC(=O)CC1C(O)C(=O)N(C)C1c1ccccc1. The result is 0 (inactive). (5) The molecule is Clc1ccc(-c2csc3nc(-c4cccs4)nn23)cc1. The result is 0 (inactive). (6) The compound is COC1OC2COC(c3ccccc3)OC2C2OC12. The result is 0 (inactive).